This data is from Forward reaction prediction with 1.9M reactions from USPTO patents (1976-2016). The task is: Predict the product of the given reaction. (1) Given the reactants CO.N1C=CC=CC=1.[CH3:9][O:10][C:11]1[CH:12]=[C:13]([S:19](Cl)=[O:20])[CH:14]=[CH:15][C:16]=1[O:17][CH3:18].[C:22]([O-:25])(O)=O.[Na+], predict the reaction product. The product is: [CH3:9][O:10][C:11]1[CH:12]=[C:13]([S:19]([O:25][CH3:22])=[O:20])[CH:14]=[CH:15][C:16]=1[O:17][CH3:18]. (2) Given the reactants [C:1]([O:5][C:6]([N:8]1[CH2:12][CH2:11][C@@H:10]([C@H:13]([OH:20])[C:14]2[CH:19]=[CH:18][CH:17]=[CH:16][CH:15]=2)[CH2:9]1)=[O:7])([CH3:4])([CH3:3])[CH3:2].CN(C=O)C.[H-].[Na+].[Cl:28][C:29]1[CH:30]=[C:31](F)[CH:32]=[C:33]([Cl:35])[CH:34]=1.Cl, predict the reaction product. The product is: [C:1]([O:5][C:6]([N:8]1[CH2:12][CH2:11][C@@H:10]([C@H:13]([O:20][C:31]2[CH:30]=[C:29]([Cl:28])[CH:34]=[C:33]([Cl:35])[CH:32]=2)[C:14]2[CH:15]=[CH:16][CH:17]=[CH:18][CH:19]=2)[CH2:9]1)=[O:7])([CH3:4])([CH3:2])[CH3:3]. (3) Given the reactants [CH2:1]([N:4]([CH2:12][C:13](=O)[C:14]1[CH:19]=[N:18][CH:17]=[CH:16][N:15]=1)[C:5](=[O:11])[O:6][C:7]([CH3:10])([CH3:9])[CH3:8])[CH:2]=[CH2:3].Cl.[NH2:22][OH:23].N1C=CC=CC=1, predict the reaction product. The product is: [CH2:1]([N:4]([CH2:12][C:13](=[N:22][OH:23])[C:14]1[CH:19]=[N:18][CH:17]=[CH:16][N:15]=1)[C:5](=[O:11])[O:6][C:7]([CH3:10])([CH3:9])[CH3:8])[CH:2]=[CH2:3]. (4) Given the reactants [Cl:1][C:2]1[N:3]=[C:4]([CH3:13])[C:5]([C:9]([O:11][CH3:12])=[O:10])=[N+:6]([O-])[CH:7]=1.[Cl:14]C1N=C(C(OC)=O)C(C)=[N+]([O-])C=1.P(Cl)(Cl)(Cl)=O.CN(C=O)C, predict the reaction product. The product is: [Cl:1][C:2]1[N:3]=[C:4]([CH3:13])[C:5]([C:9]([O:11][CH3:12])=[O:10])=[N:6][C:7]=1[Cl:14]. (5) Given the reactants Cl.[CH2:2]([N:4]1[CH2:8][CH2:7][CH2:6][C@H:5]1[C:9]([O:11][CH2:12][C:13]1[CH:18]=[CH:17][CH:16]=[CH:15][CH:14]=1)=[O:10])[CH3:3].N1CCC[C@@H]1C(OCC1C=CC=CC=1)=O, predict the reaction product. The product is: [CH2:2]([N:4]1[CH2:8][CH2:7][CH2:6][C@@H:5]1[C:9]([O:11][CH2:12][C:13]1[CH:14]=[CH:15][CH:16]=[CH:17][CH:18]=1)=[O:10])[CH3:3].